This data is from NCI-60 drug combinations with 297,098 pairs across 59 cell lines. The task is: Regression. Given two drug SMILES strings and cell line genomic features, predict the synergy score measuring deviation from expected non-interaction effect. (1) Drug 1: C1=NC2=C(N1)C(=S)N=C(N2)N. Drug 2: CN1C2=C(C=C(C=C2)N(CCCl)CCCl)N=C1CCCC(=O)O.Cl. Cell line: KM12. Synergy scores: CSS=20.8, Synergy_ZIP=-14.5, Synergy_Bliss=-13.1, Synergy_Loewe=-14.0, Synergy_HSA=-8.37. (2) Synergy scores: CSS=62.5, Synergy_ZIP=-1.06, Synergy_Bliss=-4.66, Synergy_Loewe=-9.49, Synergy_HSA=-7.09. Drug 1: CC12CCC3C(C1CCC2=O)CC(=C)C4=CC(=O)C=CC34C. Drug 2: CC(C)NC(=O)C1=CC=C(C=C1)CNNC.Cl. Cell line: MOLT-4. (3) Drug 1: CC1C(C(CC(O1)OC2CC(CC3=C2C(=C4C(=C3O)C(=O)C5=C(C4=O)C(=CC=C5)OC)O)(C(=O)C)O)N)O.Cl. Drug 2: CC(C1=C(C=CC(=C1Cl)F)Cl)OC2=C(N=CC(=C2)C3=CN(N=C3)C4CCNCC4)N. Cell line: DU-145. Synergy scores: CSS=9.54, Synergy_ZIP=-1.44, Synergy_Bliss=3.62, Synergy_Loewe=-4.34, Synergy_HSA=1.64.